Dataset: Catalyst prediction with 721,799 reactions and 888 catalyst types from USPTO. Task: Predict which catalyst facilitates the given reaction. Reactant: [ClH:1].C(OC([N:9]1[CH2:13][C@H:12]([O:14][C:15](=[O:21])[NH:16][C:17]([CH3:20])([CH3:19])[CH3:18])[CH2:11][C@@H:10]1[C@H:22]1[O:26]C(C)(C)[N:24]([C:29](=[O:31])[CH3:30])[C@H:23]1[CH2:32][C:33]1[CH:38]=[C:37]([F:39])[CH:36]=[C:35]([F:40])[CH:34]=1)=O)(C)(C)C. Product: [ClH:1].[C:29]([NH:24][C@@H:23]([CH2:32][C:33]1[CH:34]=[C:35]([F:40])[CH:36]=[C:37]([F:39])[CH:38]=1)[C@@H:22]([C@@H:10]1[NH:9][CH2:13][C@H:12]([O:14][C:15](=[O:21])[NH:16][C:17]([CH3:19])([CH3:18])[CH3:20])[CH2:11]1)[OH:26])(=[O:31])[CH3:30]. The catalyst class is: 12.